From a dataset of Catalyst prediction with 721,799 reactions and 888 catalyst types from USPTO. Predict which catalyst facilitates the given reaction. (1) Reactant: [Cl:1][C:2]1[CH:21]=[CH:20][C:5]([CH2:6][N:7]2[CH2:12][CH2:11][N:10](C(OC(C)(C)C)=O)[CH2:9][CH2:8]2)=[CH:4][C:3]=1[CH2:22][NH:23][C:24]([NH:26][C:27]1[CH:28]=[N:29][C:30]([CH3:33])=[CH:31][CH:32]=1)=[O:25].[ClH:34]. Product: [ClH:1].[ClH:34].[ClH:1].[Cl:1][C:2]1[CH:21]=[CH:20][C:5]([CH2:6][N:7]2[CH2:8][CH2:9][NH:10][CH2:11][CH2:12]2)=[CH:4][C:3]=1[CH2:22][NH:23][C:24]([NH:26][C:27]1[CH:28]=[N:29][C:30]([CH3:33])=[CH:31][CH:32]=1)=[O:25]. The catalyst class is: 71. (2) The catalyst class is: 114. Reactant: [F:1][C:2]1[C:8]([F:9])=[C:7]([N:10]2[CH2:15][CH2:14][N:13]([CH3:16])[CH2:12][CH2:11]2)[CH:6]=[CH:5][C:3]=1[NH2:4].Cl[C:18]1[N:27]=[CH:26][C:25]2[C:20](=[C:21]([C:28]3[CH:29]=[C:30]([NH:34][C:35](=[O:38])[CH:36]=[CH2:37])[CH:31]=[CH:32][CH:33]=3)[CH:22]=[CH:23][CH:24]=2)[N:19]=1.C(O)(C(F)(F)F)=O. Product: [F:1][C:2]1[C:8]([F:9])=[C:7]([N:10]2[CH2:15][CH2:14][N:13]([CH3:16])[CH2:12][CH2:11]2)[CH:6]=[CH:5][C:3]=1[NH:4][C:18]1[N:27]=[CH:26][C:25]2[C:20](=[C:21]([C:28]3[CH:29]=[C:30]([NH:34][C:35](=[O:38])[CH:36]=[CH2:37])[CH:31]=[CH:32][CH:33]=3)[CH:22]=[CH:23][CH:24]=2)[N:19]=1.